Dataset: Catalyst prediction with 721,799 reactions and 888 catalyst types from USPTO. Task: Predict which catalyst facilitates the given reaction. Reactant: [CH3:1][O:2][C:3]1[C:14]([O:15][CH3:16])=[CH:13][CH:12]=[CH:11][C:4]=1[CH2:5][NH:6][CH2:7][CH2:8][CH2:9][CH3:10].[OH:17][C:18]1[CH:23]=[CH:22][C:21]([CH2:24][CH2:25][C:26](O)=[O:27])=[CH:20][CH:19]=1.F[B-](F)(F)F.N1(OC(N(C)C)=[N+](C)C)C2C=CC=CC=2N=N1.C(N(C(C)C)CC)(C)C. Product: [CH2:7]([N:6]([CH2:5][C:4]1[CH:11]=[CH:12][CH:13]=[C:14]([O:15][CH3:16])[C:3]=1[O:2][CH3:1])[C:26](=[O:27])[CH2:25][CH2:24][C:21]1[CH:22]=[CH:23][C:18]([OH:17])=[CH:19][CH:20]=1)[CH2:8][CH2:9][CH3:10]. The catalyst class is: 31.